This data is from Full USPTO retrosynthesis dataset with 1.9M reactions from patents (1976-2016). The task is: Predict the reactants needed to synthesize the given product. (1) Given the product [F:30][C:31]1[CH:39]=[C:35]([NH:3][C:6](=[O:20])[O:12][C:8]([CH3:11])([CH3:10])[CH3:9])[CH:34]=[N:33][C:32]=1[O:40][CH3:41], predict the reactants needed to synthesize it. The reactants are: C([N:3]([CH2:6]C)CC)C.[C:8]([OH:12])([CH3:11])([CH3:10])[CH3:9].C1C=CC(P(N=[N+]=[N-])(C2C=CC=CC=2)=[O:20])=CC=1.[F:30][C:31]1[C:32]([O:40][CH3:41])=[N:33][CH:34]=[C:35]([CH:39]=1)C(O)=O. (2) Given the product [CH:1]([S:17][CH2:16][C:15]([OH:19])=[O:18])([C:8]1[CH:13]=[CH:12][CH:11]=[CH:10][CH:9]=1)[C:2]1[CH:7]=[CH:6][CH:5]=[CH:4][CH:3]=1, predict the reactants needed to synthesize it. The reactants are: [CH:1](O)([C:8]1[CH:13]=[CH:12][CH:11]=[CH:10][CH:9]=1)[C:2]1[CH:7]=[CH:6][CH:5]=[CH:4][CH:3]=1.[C:15]([OH:19])(=[O:18])[CH2:16][SH:17]. (3) Given the product [C:36]([OH:39])(=[O:38])[CH3:37].[OH:1][NH:2][C:3]([C:5]1([S:15]([C:18]2[CH:23]=[CH:22][C:21]([O:24][C:25]3[CH:26]=[CH:27][C:28]([O:31][C:32]([F:35])([F:33])[F:34])=[CH:29][CH:30]=3)=[CH:20][CH:19]=2)(=[O:17])=[O:16])[CH2:6][CH2:7][N:8]([CH2:11][CH2:12][O:13][CH3:14])[CH2:9][CH2:10]1)=[O:4], predict the reactants needed to synthesize it. The reactants are: [OH:1][NH:2][C:3]([C:5]1([S:15]([C:18]2[CH:23]=[CH:22][C:21]([O:24][C:25]3[CH:30]=[CH:29][C:28]([O:31][C:32]([F:35])([F:34])[F:33])=[CH:27][CH:26]=3)=[CH:20][CH:19]=2)(=[O:17])=[O:16])[CH2:10][CH2:9][N:8]([CH2:11][CH2:12][O:13][CH3:14])[CH2:7][CH2:6]1)=[O:4].[C:36]([OH:39])(=[O:38])[CH3:37]. (4) The reactants are: [CH:1]1([CH2:7][N:8]2[C:12]([C:13]3[CH2:17][C:16]4([CH2:22][CH2:21][CH2:20][CH2:19][CH2:18]4)[NH:15][N:14]=3)=[CH:11][C:10]([C:23](O)=[O:24])=[C:9]2[CH3:26])[CH2:6][CH2:5][CH2:4][CH2:3][CH2:2]1.[O:27]1[CH2:32][CH2:31][CH:30]([NH2:33])[CH2:29][CH2:28]1.CN(C(ON1N=NC2C=CC=NC1=2)=[N+](C)C)C.F[P-](F)(F)(F)(F)F.CCN(C(C)C)C(C)C. Given the product [CH:1]1([CH2:7][N:8]2[C:12]([C:13]3[CH2:17][C:16]4([CH2:22][CH2:21][CH2:20][CH2:19][CH2:18]4)[NH:15][N:14]=3)=[CH:11][C:10]([C:23]([NH:33][CH:30]3[CH2:31][CH2:32][O:27][CH2:28][CH2:29]3)=[O:24])=[C:9]2[CH3:26])[CH2:2][CH2:3][CH2:4][CH2:5][CH2:6]1, predict the reactants needed to synthesize it. (5) Given the product [Cl:5][C:6]1[N:7]=[C:8]([C:13]([NH:15][C@@H:16]2[CH2:21][CH2:20][NH:19][CH2:18][C@H:17]2[NH:4][CH2:1][CH2:2][CH3:3])=[O:14])[NH:9][C:10]=1[CH2:11][CH3:12].[Cl:5][C:6]1[N:7]=[C:8]([C:13]([NH:15][C@H:16]2[CH2:21][CH2:20][NH:19][CH2:18][C@H:17]2[NH:4][CH2:1][CH2:2][CH3:3])=[O:14])[NH:9][C:10]=1[CH2:11][CH3:12], predict the reactants needed to synthesize it. The reactants are: [CH2:1]([NH2:4])[CH2:2][CH3:3].[Cl:5][C:6]1[N:7]=[C:8]([C:13]([NH:15][CH:16]2[CH2:21][CH2:20][N:19](C(OC(C)(C)C)=O)[CH2:18][C:17]2=O)=[O:14])[NH:9][C:10]=1[CH2:11][CH3:12].C(O)(=O)C.C([BH3-])#N.[Na+].